Dataset: Reaction yield outcomes from USPTO patents with 853,638 reactions. Task: Predict the reaction yield, written as a fraction of the theoretical maximum amount of product (1.0 means a 100% yield; for example, 0.34 means a 34% yield). (1) The yield is 0.900. The catalyst is C(Cl)Cl. The reactants are [CH3:1][S:2](Cl)(=[O:4])=[O:3].[Br:6][C:7]1[CH:8]=[C:9]([Cl:20])[C:10]([CH:13]2[CH2:18][CH:17]([OH:19])[CH2:16][CH2:15][O:14]2)=[N:11][CH:12]=1. The product is [CH3:1][S:2]([O:19][CH:17]1[CH2:16][CH2:15][O:14][CH:13]([C:10]2[C:9]([Cl:20])=[CH:8][C:7]([Br:6])=[CH:12][N:11]=2)[CH2:18]1)(=[O:4])=[O:3]. (2) The reactants are [Cl:1][C:2]1[CH:7]=[CH:6][C:5]([C:8]2[S:9][C:10](NC)=[C:11]([CH3:13])[N:12]=2)=[CH:4][CH:3]=1.[C:16]([O:20][C:21]([N:23]1[CH2:31][CH2:30][CH2:29][CH:25]([C:26](O)=[O:27])[CH2:24]1)=[O:22])([CH3:19])([CH3:18])[CH3:17].O.O[N:34]1[C:38]2C=CC=CC=2N=N1.Cl.CN(C)CCCN=C=NCC.CN1CCOCC1.C(O)(=O)CC(CC(O)=O)(C(O)=O)O. The catalyst is CN(C)C=O. The product is [C:16]([O:20][C:21]([N:23]1[CH2:31][CH2:30][CH2:29][CH:25]([C:26]([NH:34][CH2:38][C:10]2[S:9][C:8]([C:5]3[CH:4]=[CH:3][C:2]([Cl:1])=[CH:7][CH:6]=3)=[N:12][C:11]=2[CH3:13])=[O:27])[CH2:24]1)=[O:22])([CH3:19])([CH3:18])[CH3:17]. The yield is 1.00. (3) The reactants are [F:1][C:2]1[CH:7]=[CH:6][C:5]([C:8]2[O:9][C:10]3[CH:19]=[C:18]([N:20]([CH3:25])[S:21]([CH3:24])(=[O:23])=[O:22])[C:17]([C:26]4[CH:31]=[CH:30][CH:29]=[CH:28][CH:27]=4)=[CH:16][C:11]=3[C:12]=2C(O)=O)=[CH:4][CH:3]=1.C1C=CC2N(O)N=NC=2C=1.CCN=C=NCCCN(C)C.CN.CCN(CC)CC.[CH3:62][N:63]([CH:65]=[O:66])C. The catalyst is O. The product is [F:1][C:2]1[CH:3]=[CH:4][C:5]([C:8]2[O:9][C:10]3[CH:19]=[C:18]([N:20]([CH3:25])[S:21]([CH3:24])(=[O:22])=[O:23])[C:17]([C:26]4[CH:27]=[CH:28][CH:29]=[CH:30][CH:31]=4)=[CH:16][C:11]=3[C:12]=2[C:65]([NH:63][CH3:62])=[O:66])=[CH:6][CH:7]=1. The yield is 0.400.